This data is from Full USPTO retrosynthesis dataset with 1.9M reactions from patents (1976-2016). The task is: Predict the reactants needed to synthesize the given product. (1) Given the product [OH:8][C:9]1[CH:35]=[CH:34][C:12]([C:13]([NH:15][NH:16][C:17]([C@@:19]2([CH3:33])[CH2:23][O:22][C:21]([CH3:24])([CH3:25])[N:20]2[C:26]([O:28][C:29]([CH3:32])([CH3:30])[CH3:31])=[O:27])=[O:18])=[O:14])=[CH:11][C:10]=1[C:36]([F:38])([F:39])[F:37], predict the reactants needed to synthesize it. The reactants are: C([O:8][C:9]1[CH:35]=[CH:34][C:12]([C:13]([NH:15][NH:16][C:17]([C@@:19]2([CH3:33])[CH2:23][O:22][C:21]([CH3:25])([CH3:24])[N:20]2[C:26]([O:28][C:29]([CH3:32])([CH3:31])[CH3:30])=[O:27])=[O:18])=[O:14])=[CH:11][C:10]=1[C:36]([F:39])([F:38])[F:37])C1C=CC=CC=1. (2) The reactants are: [Cl:1][C:2]1[CH:7]=[C:6]([CH2:8]O)[CH:5]=[C:4]([NH:10][CH2:11][C:12]2[CH:17]=[CH:16][C:15]([O:18][CH3:19])=[CH:14][CH:13]=2)[N:3]=1.C(N(CC)CC)C.CS(Cl)(=O)=O.[CH3:32][C:33]1[CH:34]=[C:35]([CH:49]=[C:50]([CH3:52])[CH:51]=1)[C:36]([C:38]1[NH:43][C:42](=[O:44])[NH:41][C:40](=[O:45])[C:39]=1[CH:46]([CH3:48])[CH3:47])=[O:37].C(=O)([O-])[O-].[K+].[K+].[I-].[Li+]. Given the product [Cl:1][C:2]1[CH:7]=[C:6]([CH2:8][N:43]2[C:38]([C:36](=[O:37])[C:35]3[CH:34]=[C:33]([CH3:32])[CH:51]=[C:50]([CH3:52])[CH:49]=3)=[C:39]([CH:46]([CH3:47])[CH3:48])[C:40](=[O:45])[NH:41][C:42]2=[O:44])[CH:5]=[C:4]([NH:10][CH2:11][C:12]2[CH:17]=[CH:16][C:15]([O:18][CH3:19])=[CH:14][CH:13]=2)[N:3]=1, predict the reactants needed to synthesize it. (3) Given the product [F:43][C:44]1[CH:52]=[C:51]2[C:47]([C:48]([C:53]3[CH:54]=[N:55][N:56]([CH:58]4[CH2:63][CH2:62][N:61]([C:7](=[O:9])[CH2:6][CH2:5][S:2]([CH3:1])(=[O:4])=[O:3])[CH2:60][CH2:59]4)[CH:57]=3)=[CH:49][NH:50]2)=[CH:46][CH:45]=1, predict the reactants needed to synthesize it. The reactants are: [CH3:1][S:2]([CH2:5][CH2:6][C:7]([OH:9])=O)(=[O:4])=[O:3].CN(C(ON1N=NC2C=CC=NC1=2)=[N+](C)C)C.F[P-](F)(F)(F)(F)F.CCN(C(C)C)C(C)C.[F:43][C:44]1[CH:52]=[C:51]2[C:47]([C:48]([C:53]3[CH:54]=[N:55][N:56]([CH:58]4[CH2:63][CH2:62][NH:61][CH2:60][CH2:59]4)[CH:57]=3)=[CH:49][NH:50]2)=[CH:46][CH:45]=1. (4) Given the product [C:1]([C:3]1[CH:31]=[CH:30][C:6]([CH2:7][N:8]([CH2:9][C:10]([N:12]2[CH2:17][C:16]([C:18]3[C:27]4[C:22](=[CH:23][CH:24]=[CH:25][CH:26]=4)[CH:21]=[CH:20][CH:19]=3)=[C:15]([C:28]#[N:29])[CH2:14][CH2:13]2)=[O:11])[CH2:38][C:37]2[N:33]([CH3:32])[CH:34]=[N:35][CH:36]=2)=[CH:5][CH:4]=1)#[N:2], predict the reactants needed to synthesize it. The reactants are: [C:1]([C:3]1[CH:31]=[CH:30][C:6]([CH2:7][NH:8][CH2:9][C:10]([N:12]2[CH2:17][C:16]([C:18]3[C:27]4[C:22](=[CH:23][CH:24]=[CH:25][CH:26]=4)[CH:21]=[CH:20][CH:19]=3)=[C:15]([C:28]#[N:29])[CH2:14][CH2:13]2)=[O:11])=[CH:5][CH:4]=1)#[N:2].[CH3:32][N:33]1[C:37]([CH:38]=O)=[CH:36][N:35]=[CH:34]1.C(O[BH-](OC(=O)C)OC(=O)C)(=O)C.[Na+]. (5) Given the product [C:9](/[N:13]=[CH:14]/[C:15]1[CH:20]=[C:19]([Cl:21])[CH:18]=[CH:17][C:16]=1[O:5][CH:3]([CH3:4])[CH:2]([CH3:6])[CH3:1])([CH3:12])([CH3:11])[CH3:10], predict the reactants needed to synthesize it. The reactants are: [CH3:1][CH:2]([CH3:6])[CH:3]([OH:5])[CH3:4].[H-].[Na+].[C:9](/[N:13]=[CH:14]/[C:15]1[CH:20]=[C:19]([Cl:21])[CH:18]=[CH:17][C:16]=1F)([CH3:12])([CH3:11])[CH3:10]. (6) The reactants are: [Br:1][C:2]1[CH:7]=[C:6]([CH3:8])[N:5]=[CH:4][C:3]=1[OH:9].[H-].[Na+].[C:12]([NH:15][C:16]1[S:17][CH:18]=[C:19]([CH2:21]Cl)[N:20]=1)(=[O:14])[CH3:13]. Given the product [Br:1][C:2]1[CH:7]=[C:6]([CH3:8])[N:5]=[CH:4][C:3]=1[O:9][CH2:21][C:19]1[N:20]=[C:16]([NH:15][C:12](=[O:14])[CH3:13])[S:17][CH:18]=1, predict the reactants needed to synthesize it. (7) Given the product [C:18]([O:11][C:7]1[CH:6]=[C:5]2[C:10](=[CH:9][CH:8]=1)[N:1]=[CH:2][CH:3]=[CH:4]2)(=[O:20])[CH3:19], predict the reactants needed to synthesize it. The reactants are: [N:1]1[C:10]2[C:5](=[CH:6][C:7]([OH:11])=[CH:8][CH:9]=2)[CH:4]=[CH:3][CH:2]=1.N1C=CC=CC=1.[C:18](Cl)(=[O:20])[CH3:19].